Dataset: Forward reaction prediction with 1.9M reactions from USPTO patents (1976-2016). Task: Predict the product of the given reaction. (1) Given the reactants CO[C:3]1[CH:4]=[C:5]2[C:10](=[CH:11][C:12]=1OC)N=CN=C2O[C:3]1[CH:12]=[CH:11][C:10](N)=[CH:5][CH:4]=1.ClC(Cl)(OC(=O)OC(Cl)(Cl)Cl)Cl.[CH3:35][O:36][C:37]1[CH:38]=[C:39]2[C:44](=[CH:45][C:46]=1[O:47][CH3:48])[N:43]=CC=[C:40]2[O:49][C:50]1[CH:55]=[CH:54][C:53]([NH:56][C:57]([NH:59][CH:60]2[CH2:65][CH2:64][NH:63][CH2:62][CH2:61]2)=[O:58])=[CH:52][CH:51]=1.[C:66](=O)([O-])O.[Na+].[CH2:71]([N:73](CC)CC)C, predict the reaction product. The product is: [CH3:35][O:36][C:37]1[CH:38]=[C:39]2[C:44](=[CH:45][C:46]=1[O:47][CH3:48])[N:43]=[CH:71][N:73]=[C:40]2[O:49][C:50]1[CH:51]=[CH:52][C:53]([NH:56][C:57]([NH:59][CH:60]2[CH2:61][CH2:62][N:63]([CH2:64][C:65]3[CH:5]=[CH:4][CH:3]=[CH:12][C:11]=3[CH3:10])[CH2:66]2)=[O:58])=[CH:54][CH:55]=1. (2) The product is: [Cl:8][C:9]1[CH:10]=[CH:11][CH:12]=[C:13]2[C:17]=1[NH:16][CH:15]=[C:14]2[C:25](=[O:26])[CH:36]([C:37]1[CH:38]=[CH:39][C:40]([C:41]#[N:42])=[CH:43][CH:44]=1)[NH:35][C:31]1[CH:32]=[CH:33][CH:34]=[C:29]([O:28][CH3:27])[CH:30]=1. Given the reactants C(N(CC)CC)C.[Cl:8][C:9]1[CH:10]=[CH:11][CH:12]=[C:13]2[C:17]=1[N:16](C(OC(C)(C)C)=O)[CH:15]=[C:14]2[CH:25]=[O:26].[CH3:27][O:28][C:29]1[CH:30]=[C:31]([N:35]=[CH:36][C:37]2[CH:44]=[CH:43][C:40]([C:41]#[N:42])=[CH:39][CH:38]=2)[CH:32]=[CH:33][CH:34]=1, predict the reaction product. (3) Given the reactants [NH2:1][C:2]1[C:3]([C:10]([O:12][CH3:13])=[O:11])=[N:4]C(Cl)=C(Cl)[N:7]=1.CC(C1C=C(C(C)C)C(C2C=CC=CC=2P([CH:39]2[CH2:44][CH2:43][CH2:42]CC2)[CH:43]2[CH2:42]CC[CH2:39][CH2:44]2)=C(C(C)C)C=1)C.C[Sn](C)(C)C.CN1CCCC1=O, predict the reaction product. The product is: [NH2:7][C:2]1[C:3]([C:10]([O:12][CH3:13])=[O:11])=[N:4][C:43]([CH3:42])=[C:44]([CH3:39])[N:1]=1.